Dataset: Ames mutagenicity test results for genotoxicity prediction. Task: Regression/Classification. Given a drug SMILES string, predict its toxicity properties. Task type varies by dataset: regression for continuous values (e.g., LD50, hERG inhibition percentage) or binary classification for toxic/non-toxic outcomes (e.g., AMES mutagenicity, cardiotoxicity, hepatotoxicity). Dataset: ames. (1) The compound is ClCC(Cl)Cl. The result is 0 (non-mutagenic). (2) The compound is Clc1c2ccccc2cc2c1ccc1ccccc12. The result is 1 (mutagenic). (3) The result is 1 (mutagenic). The compound is O=c1c2cccc3ccc4c5ccccc5cc1c4c32. (4) The molecule is OCc1ccc(O)cc1. The result is 0 (non-mutagenic).